Regression/Classification. Given a drug SMILES string, predict its absorption, distribution, metabolism, or excretion properties. Task type varies by dataset: regression for continuous measurements (e.g., permeability, clearance, half-life) or binary classification for categorical outcomes (e.g., BBB penetration, CYP inhibition). Dataset: cyp3a4_substrate_carbonmangels. From a dataset of CYP3A4 substrate classification data from Carbon-Mangels et al.. (1) The molecule is COc1ncnc(NS(=O)(=O)c2ccc(N)cc2)c1OC. The result is 0 (non-substrate). (2) The drug is CC1=CC(=O)C=C2CC[C@H]3[C@@H]4CCC(=O)[C@@]4(C)CC[C@@H]3[C@@]12C. The result is 0 (non-substrate). (3) The compound is COc1cc(C(=O)NS(=O)(=O)c2ccccc2C)ccc1Cc1cn(C)c2ccc(NC(=O)OC3CCCC3)cc12. The result is 0 (non-substrate). (4) The molecule is Clc1ccc2c(c1)CCc1cccnc1C2=C1CCNCC1. The result is 0 (non-substrate). (5) The result is 1 (substrate). The molecule is C[C@@H]1C[C@H]2[C@@H]3CCC4=CC(=O)C=C[C@]4(C)[C@@]3(F)[C@@H](O)C[C@]2(C)[C@@]1(O)C(=O)CO. (6) The molecule is CCC(=O)N(c1ccccc1)C1(COC)CCN(CCn2nnn(CC)c2=O)CC1. The result is 1 (substrate). (7) The compound is CCN(CC)CCCN(c1ccccc1)C1Cc2ccccc2C1. The result is 0 (non-substrate).